Task: Predict the product of the given reaction.. Dataset: Forward reaction prediction with 1.9M reactions from USPTO patents (1976-2016) (1) Given the reactants [C:1]1([C:7]2[NH:8][CH:9]=[C:10]([CH:12]=[O:13])[N:11]=2)[CH:6]=[CH:5][CH:4]=[CH:3][CH:2]=1.[H-].[Na+].[S:16]1[CH:20]=[CH:19][CH:18]=[C:17]1[S:21](Cl)(=[O:23])=[O:22].C(=O)([O-])O.[Na+], predict the reaction product. The product is: [C:1]1([C:7]2[N:8]([S:21]([C:17]3[S:16][CH:20]=[CH:19][CH:18]=3)(=[O:23])=[O:22])[CH:9]=[C:10]([CH:12]=[O:13])[N:11]=2)[CH:2]=[CH:3][CH:4]=[CH:5][CH:6]=1. (2) Given the reactants [CH2:1]([N+:5]([CH2:14][CH2:15][CH2:16][CH3:17])([CH2:10][CH2:11][CH2:12][CH3:13])[CH2:6][CH2:7][CH2:8][CH3:9])[CH2:2][CH2:3][CH3:4].Cl[CH2:19][CH2:20][CH2:21][CH2:22][S:23]([O-:26])(=[O:25])=[O:24].[C:27]1([O-:33])[CH:32]=[CH:31][CH:30]=[CH:29][CH:28]=1.[Na+], predict the reaction product. The product is: [CH2:14]([N+:5]([CH2:1][CH2:2][CH2:3][CH3:4])([CH2:6][CH2:7][CH2:8][CH3:9])[CH2:10][CH2:11][CH2:12][CH3:13])[CH2:15][CH2:16][CH3:17].[O:33]([CH2:19][CH2:20][CH2:21][CH2:22][S:23]([O-:26])(=[O:25])=[O:24])[C:27]1[CH:32]=[CH:31][CH:30]=[CH:29][CH:28]=1. (3) Given the reactants Br[C:2]1[C:3]([N:9]([CH2:16][CH2:17][O:18][CH3:19])[CH2:10][CH2:11][C:12]([NH:14][CH3:15])=[O:13])=[N:4][C:5]([Cl:8])=[N:6][CH:7]=1.C(=O)([O-])[O-].[Cs+].[Cs+].CC1(C)C2C(=C(P(C3C=CC=CC=3)C3C=CC=CC=3)C=CC=2)OC2C(P(C3C=CC=CC=3)C3C=CC=CC=3)=CC=CC1=2, predict the reaction product. The product is: [Cl:8][C:5]1[N:4]=[C:3]2[C:2]([N:14]([CH3:15])[C:12](=[O:13])[CH2:11][CH2:10][N:9]2[CH2:16][CH2:17][O:18][CH3:19])=[CH:7][N:6]=1. (4) Given the reactants CC(C)([O-])C.[K+].[C:7]([CH2:9]P(=O)(OCC)OCC)#[N:8].[CH:18](=O)[CH2:19][CH2:20][CH2:21][CH2:22][CH3:23], predict the reaction product. The product is: [C:7](#[N:8])[CH:9]=[CH:18][CH2:19][CH2:20][CH2:21][CH2:22][CH3:23]. (5) Given the reactants C(N[C@H](C(O)=O)C)(OC(C)(C)C)=O.N[CH:15]1[C:21](=O)[N:20](CC(C)C)[C:19]2[CH:27]=[CH:28][CH:29]=[CH:30][C:18]=2[N:17](CC(C)C)[C:16]1=O, predict the reaction product. The product is: [NH:17]1[C:18]2[CH:30]=[CH:29][CH:28]=[CH:27][C:19]=2[NH:20][CH2:21][CH2:15][CH2:16]1.